Predict the reactants needed to synthesize the given product. From a dataset of Full USPTO retrosynthesis dataset with 1.9M reactions from patents (1976-2016). (1) Given the product [NH2:1][C:2]1[N:7]=[C:6]([NH2:8])[C:5]([C:9]#[N:10])=[C:4]([NH:11][C@H:12]([C:14]2[N:23]([C:24]3[N:25]=[CH:26][NH:27][CH:28]=3)[C:22](=[O:37])[C:21]3[C:16](=[CH:17][CH:18]=[CH:19][C:20]=3[Cl:38])[N:15]=2)[CH3:13])[N:3]=1, predict the reactants needed to synthesize it. The reactants are: [NH2:1][C:2]1[N:7]=[C:6]([NH2:8])[C:5]([C:9]#[N:10])=[C:4]([NH:11][C@H:12]([C:14]2[N:23]([C:24]3[N:25]=[CH:26][N:27](COCC[Si](C)(C)C)[CH:28]=3)[C:22](=[O:37])[C:21]3[C:16](=[CH:17][CH:18]=[CH:19][C:20]=3[Cl:38])[N:15]=2)[CH3:13])[N:3]=1. (2) Given the product [C:15]([O:14][C:12](=[O:13])/[CH:11]=[CH:37]/[C:36]1[CH:39]=[CH:40][C:33]([C:30]2[N:31]=[CH:32][N:28]([C:25]3[CH:26]=[CH:27][C:22]([O:21][C:20]([F:41])([F:19])[F:42])=[CH:23][CH:24]=3)[N:29]=2)=[CH:34][CH:35]=1)([CH3:16])([CH3:17])[CH3:18], predict the reactants needed to synthesize it. The reactants are: [H-].[Na+].C(OP([CH2:11][C:12]([O:14][C:15]([CH3:18])([CH3:17])[CH3:16])=[O:13])(OCC)=O)C.[F:19][C:20]([F:42])([F:41])[O:21][C:22]1[CH:27]=[CH:26][C:25]([N:28]2[CH:32]=[N:31][C:30]([C:33]3[CH:40]=[CH:39][C:36]([CH:37]=O)=[CH:35][CH:34]=3)=[N:29]2)=[CH:24][CH:23]=1.[Cl-].[NH4+]. (3) Given the product [CH:10]([C:4]1[CH:5]=[CH:6][C:7]([NH2:9])=[N:8][C:3]=1[O:2][CH3:1])([CH3:12])[CH3:11], predict the reactants needed to synthesize it. The reactants are: [CH3:1][O:2][C:3]1[N:8]=[C:7]([NH2:9])[CH:6]=[CH:5][C:4]=1[C:10]([CH3:12])=[CH2:11].[H][H]. (4) Given the product [C:29]([O:28][C:26]([N:23]1[CH2:24][CH2:25][C@H:22]1[C:20]1[CH:21]=[C:16]([CH2:15]/[CH:14]=[CH:13]/[CH2:12][OH:11])[CH:17]=[N:18][CH:19]=1)=[O:27])([CH3:32])([CH3:31])[CH3:30], predict the reactants needed to synthesize it. The reactants are: CC(C[AlH]CC(C)C)C.C[O:11][C:12](=O)/[CH:13]=[CH:14]/[CH2:15][C:16]1[CH:17]=[N:18][CH:19]=[C:20]([C@@H:22]2[CH2:25][CH2:24][N:23]2[C:26]([O:28][C:29]([CH3:32])([CH3:31])[CH3:30])=[O:27])[CH:21]=1. (5) Given the product [Cl:1][C:2]([N:13]([CH2:18][CH:19]([C:20]1[CH:21]=[CH:22][CH:23]=[CH:24][CH:25]=1)[C:26]1[CH:27]=[CH:28][CH:29]=[CH:30][CH:31]=1)[CH2:14][CH2:15][CH2:16][O:17][C:33]1[CH:40]=[CH:39][C:36]([CH:37]=[O:38])=[CH:35][CH:34]=1)([C:9]([F:11])([F:12])[F:10])[C:3]1[CH:4]=[CH:5][CH:6]=[CH:7][CH:8]=1, predict the reactants needed to synthesize it. The reactants are: [Cl:1][C:2]([N:13]([CH2:18][CH:19]([C:26]1[CH:31]=[CH:30][CH:29]=[CH:28][CH:27]=1)[C:20]1[CH:25]=[CH:24][CH:23]=[CH:22][CH:21]=1)[CH2:14][CH2:15][CH2:16][OH:17])([C:9]([F:12])([F:11])[F:10])[C:3]1[CH:8]=[CH:7][CH:6]=[CH:5][CH:4]=1.O[C:33]1[CH:40]=[CH:39][C:36]([CH:37]=[O:38])=[CH:35][CH:34]=1.C1C=CC(P(C2C=CC=CC=2)C2C=CC=CC=2)=CC=1.CC(OC(/N=N/C(OC(C)C)=O)=O)C. (6) Given the product [C:1]([C:3]1[CH:8]=[CH:7][CH:6]=[CH:5][C:4]=1[NH:9][C:10]1[N:27]=[C:13]2[CH:14]=[N:15][C:16]([C:18]3[CH:19]=[C:20]([CH:24]=[CH:25][CH:26]=3)[C:21]([NH:30][CH:34]3[CH2:36][CH2:35]3)=[O:22])=[CH:17][N:12]2[N:11]=1)#[N:2], predict the reactants needed to synthesize it. The reactants are: [C:1]([C:3]1[CH:8]=[CH:7][CH:6]=[CH:5][C:4]=1[NH:9][C:10]1[N:27]=[C:13]2[CH:14]=[N:15][C:16]([C:18]3[CH:19]=[C:20]([CH:24]=[CH:25][CH:26]=3)[C:21](O)=[O:22])=[CH:17][N:12]2[N:11]=1)#[N:2].CC[N:30]([CH:34]([CH3:36])[CH3:35])C(C)C.C1(N)CC1.CN(C(ON1N=NC2C=CC=NC1=2)=[N+](C)C)C.F[P-](F)(F)(F)(F)F. (7) Given the product [Cl:1][C:2]1[CH:3]=[C:4]([NH2:18])[C:5]([NH:8][CH:9]2[CH2:10][C:11]3([CH2:12][S:13](=[O:15])(=[O:16])[CH2:14]3)[CH2:17]2)=[CH:6][CH:7]=1, predict the reactants needed to synthesize it. The reactants are: [Cl:1][C:2]1[CH:7]=[CH:6][C:5]([NH:8][CH:9]2[CH2:17][C:11]3([CH2:14][S:13](=[O:16])(=[O:15])[CH2:12]3)[CH2:10]2)=[C:4]([N+:18]([O-])=O)[CH:3]=1.O.NN.